From a dataset of Reaction yield outcomes from USPTO patents with 853,638 reactions. Predict the reaction yield, written as a fraction of the theoretical maximum amount of product (1.0 means a 100% yield; for example, 0.34 means a 34% yield). The reactants are Cl[C:2]1[N:7]=[CH:6][N:5]=[C:4]([O:8][C:9]2[CH:14]=[CH:13][CH:12]=[CH:11][C:10]=2/[C:15](=[CH:20]\[O:21][CH3:22])/[C:16]([O:18][CH3:19])=[O:17])[CH:3]=1.[C:23]([C:25]1[CH:30]=[CH:29][CH:28]=[CH:27][C:26]=1[OH:31])#[N:24].C(=O)([O-])[O-].[K+].[K+].C1N2CCN(CC2)C1. The catalyst is O.CC(CC(C)=O)C. The product is [C:23]([C:25]1[CH:30]=[CH:29][CH:28]=[CH:27][C:26]=1[O:31][C:2]1[N:7]=[CH:6][N:5]=[C:4]([O:8][C:9]2[CH:14]=[CH:13][CH:12]=[CH:11][C:10]=2/[C:15](=[CH:20]\[O:21][CH3:22])/[C:16]([O:18][CH3:19])=[O:17])[CH:3]=1)#[N:24]. The yield is 0.918.